From a dataset of Full USPTO retrosynthesis dataset with 1.9M reactions from patents (1976-2016). Predict the reactants needed to synthesize the given product. (1) The reactants are: [CH2:1]([O:3][C:4](=[O:23])[CH2:5][CH2:6][CH2:7][O:8][C:9]1[CH:14]=[CH:13][C:12]([O:15]CC2C=CC=CC=2)=[CH:11][CH:10]=1)[CH3:2].[H][H]. Given the product [CH2:1]([O:3][C:4](=[O:23])[CH2:5][CH2:6][CH2:7][O:8][C:9]1[CH:10]=[CH:11][C:12]([OH:15])=[CH:13][CH:14]=1)[CH3:2], predict the reactants needed to synthesize it. (2) Given the product [Cl:1][C:2]1[CH:3]=[C:4]([CH:5]=[CH:29][C:30]([O:32][CH2:33][CH3:34])=[O:31])[CH:7]=[CH:8][CH:9]=1, predict the reactants needed to synthesize it. The reactants are: [Cl:1][C:2]1[CH:3]=[C:4]([CH:7]=[CH:8][CH:9]=1)[CH:5]=O.C1(P(=[CH:29][C:30]([O:32][CH2:33][CH3:34])=[O:31])(C2C=CC=CC=2)C2C=CC=CC=2)C=CC=CC=1. (3) Given the product [CH3:11][C:7]1[C:3]2[C:4](=[O:6])[O:5][C:12]([CH:13]([CH3:15])[CH3:14])=[N:1][C:2]=2[CH:10]=[CH:9][CH:8]=1, predict the reactants needed to synthesize it. The reactants are: [NH2:1][C:2]1[CH:10]=[CH:9][CH:8]=[C:7]([CH3:11])[C:3]=1[C:4]([OH:6])=[O:5].[C:12](Cl)(=O)[CH:13]([CH3:15])[CH3:14].C(N(CC)CC)C.